From a dataset of Full USPTO retrosynthesis dataset with 1.9M reactions from patents (1976-2016). Predict the reactants needed to synthesize the given product. (1) Given the product [Cl:1][C:2]1[CH:3]=[C:4]([NH:10][C:11]([N:41]2[C@@H:40]([CH3:39])[CH2:45][N:44]3[N:46]=[CH:47][C:48]([N:49]4[CH2:54][CH2:53][O:52][CH2:51][C:50]4=[O:55])=[C:43]3[CH2:42]2)=[O:19])[CH:5]=[C:6]([F:9])[C:7]=1[F:8], predict the reactants needed to synthesize it. The reactants are: [Cl:1][C:2]1[CH:3]=[C:4]([NH:10][C:11](=[O:19])OC2C=CC=CC=2)[CH:5]=[C:6]([F:9])[C:7]=1[F:8].FC(F)C1C=C(NC(=O)OC2C=CC=CC=2)C=CN=1.[CH3:39][C@H:40]1[CH2:45][N:44]2[N:46]=[CH:47][C:48]([N:49]3[CH2:54][CH2:53][O:52][CH2:51][C:50]3=[O:55])=[C:43]2[CH2:42][N:41]1C(OC(C)(C)C)=O.C[C@H]1CN2N=CC(N3CCCC3=O)=C2CN1C(OC(C)(C)C)=O. (2) Given the product [CH3:9][O:8][C:6]([C:5]1[CH:4]=[CH:3][C:2]([NH:1][C:20](=[O:21])[CH2:19][CH2:18][C:17]2[C:13]([CH3:12])=[N:14][O:15][C:16]=2[C:23]2[CH:24]=[CH:25][CH:26]=[CH:27][CH:28]=2)=[CH:11][CH:10]=1)=[O:7], predict the reactants needed to synthesize it. The reactants are: [NH2:1][C:2]1[CH:11]=[CH:10][C:5]([C:6]([O:8][CH3:9])=[O:7])=[CH:4][CH:3]=1.[CH3:12][C:13]1[C:17]([CH2:18][CH2:19][C:20](O)=[O:21])=[C:16]([C:23]2[CH:28]=[CH:27][CH:26]=[CH:25][CH:24]=2)[O:15][N:14]=1.O.ON1C2C=CC=CC=2N=N1.Cl.C(N=C=NCCCN(C)C)C. (3) Given the product [OH:1][B:2]1[C:6]2[CH:7]=[C:8]([CH2:11][CH2:12][CH2:14][C:15]([OH:20])=[O:16])[CH:9]=[CH:10][C:5]=2[CH2:4][O:3]1, predict the reactants needed to synthesize it. The reactants are: [OH:1][B:2]1[C:6]2[CH:7]=[C:8]([CH2:11][CH:12]=O)[CH:9]=[CH:10][C:5]=2[CH2:4][O:3]1.[CH3:14][C:15]1(C)[O:20]C(=O)CC(=O)[O:16]1.[OH-].[Na+]. (4) Given the product [C:22]([NH:21][CH2:20][C@@H:7]1[O:6][C:5]2[N:25]=[CH:26][C:2]([NH:1][C:39](=[O:40])[C:38]3[C:42]([F:46])=[CH:43][CH:44]=[CH:45][C:37]=3[Cl:36])=[CH:3][C:4]=2[N:9]([S:10]([C:13]2[CH:14]=[C:15]([CH3:19])[CH:16]=[CH:17][CH:18]=2)(=[O:12])=[O:11])[CH2:8]1)(=[O:24])[CH3:23], predict the reactants needed to synthesize it. The reactants are: [NH2:1][C:2]1[CH:26]=[N:25][C:5]2[O:6][C@@H:7]([CH2:20][NH:21][C:22](=[O:24])[CH3:23])[CH2:8][N:9]([S:10]([C:13]3[CH:14]=[C:15]([CH3:19])[CH:16]=[CH:17][CH:18]=3)(=[O:12])=[O:11])[C:4]=2[CH:3]=1.C(N(CC)C(C)C)(C)C.[Cl:36][C:37]1[CH:45]=[CH:44][CH:43]=[C:42]([F:46])[C:38]=1[C:39](Cl)=[O:40]. (5) Given the product [OH:23][NH:22][C:19]([C:17]1[CH:16]=[CH:15][C:13]2[N:14]=[C:10]([N:7]3[CH2:6][CH2:5][N:4]([CH:1]([CH3:2])[CH3:3])[CH2:9][CH2:8]3)[S:11][C:12]=2[CH:18]=1)=[NH:20], predict the reactants needed to synthesize it. The reactants are: [CH:1]([N:4]1[CH2:9][CH2:8][N:7]([C:10]2[S:11][C:12]3[CH:18]=[C:17]([C:19]#[N:20])[CH:16]=[CH:15][C:13]=3[N:14]=2)[CH2:6][CH2:5]1)([CH3:3])[CH3:2].Cl.[NH2:22][OH:23].O.C(=O)([O-])[O-].[K+].[K+]. (6) Given the product [CH2:25]([O:27][C:28]1[C:29]([C:42]([C:9]2[CH:14]=[CH:13][N:12]=[C:11]([C:15]([F:18])([F:17])[F:16])[CH:10]=2)=[O:43])=[N:30][N:31]([C:35]2[CH:40]=[CH:39][C:38]([F:41])=[CH:37][CH:36]=2)[C:32](=[O:34])[CH:33]=1)[CH3:26], predict the reactants needed to synthesize it. The reactants are: [Cl-].[Li+].C([Mg]Cl)(C)C.I[C:9]1[CH:14]=[CH:13][N:12]=[C:11]([C:15]([F:18])([F:17])[F:16])[CH:10]=1.CC1CCCO1.[CH2:25]([O:27][C:28]1[C:29]([C:42](Cl)=[O:43])=[N:30][N:31]([C:35]2[CH:40]=[CH:39][C:38]([F:41])=[CH:37][CH:36]=2)[C:32](=[O:34])[CH:33]=1)[CH3:26]. (7) Given the product [OH:23][CH2:21][CH2:22][C:14]1[S:15][C:11]([CH2:10][C:9]([OH:8])=[O:19])=[CH:12][CH:13]=1, predict the reactants needed to synthesize it. The reactants are: [Si]([O:8][CH2:9][CH2:10][C:11]1[S:15][C:14](CC#N)=[CH:13][CH:12]=1)(C(C)(C)C)(C)C.[OH-:19].[K+].[CH2:21]([OH:23])[CH3:22]. (8) Given the product [O:4]1[C:5]2([CH2:10][CH2:9][CH:8]([C:11]3[CH:16]=[C:15]([NH2:17])[N:14]4[N:18]=[CH:19][CH:20]=[C:13]4[N:12]=3)[CH2:7]2)[O:1][CH2:2][CH2:3]1, predict the reactants needed to synthesize it. The reactants are: [O:1]1[C:5]2([CH2:10][CH2:9][CH:8]([C:11]3[CH:16]=[C:15]([NH2:17])[N:14]4[N:18]=[CH:19][CH:20]=[C:13]4[N:12]=3)[CH2:7]C2)[O:4][CH2:3][CH2:2]1.ClC1N2N=CC=C2N=C(C2CCC3(OCCO3)C2)C=1.ClC1N2N=CC=C2N=C(C2CCC3(OCCO3)CC2)C=1.